From a dataset of Catalyst prediction with 721,799 reactions and 888 catalyst types from USPTO. Predict which catalyst facilitates the given reaction. (1) Reactant: [NH2:1][C:2]1[CH:3]=[CH:4][C:5]([CH3:12])=[C:6]([CH:11]=1)[C:7]([O:9][CH3:10])=[O:8].[C:13]([O:17][C:18](O[C:18]([O:17][C:13]([CH3:16])([CH3:15])[CH3:14])=[O:19])=[O:19])([CH3:16])([CH3:15])[CH3:14].C([O-])([O-])=O.[K+].[K+]. Product: [C:13]([O:17][C:18]([NH:1][C:2]1[CH:3]=[CH:4][C:5]([CH3:12])=[C:6]([CH:11]=1)[C:7]([O:9][CH3:10])=[O:8])=[O:19])([CH3:16])([CH3:15])[CH3:14]. The catalyst class is: 20. (2) The catalyst class is: 633. Reactant: Cl[C:2]1[N:7]=[CH:6][C:5]([C:8]2[CH2:9][CH2:10][C:11](=[O:14])[NH:12][N:13]=2)=[CH:4][CH:3]=1.[OH:15][CH:16]1[CH2:21][CH2:20][N:19]([C:22]([O:24][C:25]([CH3:28])([CH3:27])[CH3:26])=[O:23])[CH2:18][CH2:17]1. Product: [C:25]([O:24][C:22]([N:19]1[CH2:20][CH2:21][CH:16]([O:15][C:2]2[CH:3]=[CH:4][C:5]([C:8]3[CH:9]=[CH:10][C:11](=[O:14])[NH:12][N:13]=3)=[CH:6][N:7]=2)[CH2:17][CH2:18]1)=[O:23])([CH3:28])([CH3:26])[CH3:27]. (3) The catalyst class is: 57. Product: [NH2:1][C:2]1[CH:3]=[C:4]([NH:31][CH2:30][C:25]2[CH:24]=[CH:29][CH:28]=[CH:27][N:26]=2)[C:5]([C:13]#[N:14])=[C:6]([C:8]2[O:9][CH:10]=[CH:11][CH:12]=2)[N:7]=1. Reactant: [NH2:1][C:2]1[N:7]=[C:6]([C:8]2[O:9][CH:10]=[CH:11][CH:12]=2)[C:5]([C:13]#[N:14])=[C:4](OS(C(F)(F)F)(=O)=O)[CH:3]=1.C[C:24]1[C:25]([CH2:30][NH2:31])=[N:26][CH:27]=[CH:28][CH:29]=1. (4) The catalyst class is: 27. Product: [CH2:13]1[C@H:6]2[C@H:5]([CH2:4][NH:3][C:2](=[O:1])[C:8]3[CH:9]=[CH:10][CH:11]=[CH:12][C:7]=32)[CH2:16][NH:15][CH2:14]1. Reactant: [O:1]=[C:2]1[C:8]2[CH:9]=[CH:10][CH:11]=[CH:12][C:7]=2[C@H:6]2[CH2:13][CH2:14][N:15](C(OC(C)(C)C)=O)[CH2:16][C@H:5]2[CH2:4][NH:3]1.Cl.CO. (5) Reactant: [C:1]([O:5][C:6](=[O:46])[CH2:7][CH:8]1[C:13]([F:15])([F:14])[CH2:12][CH:11]([C:16]2[CH:21]=[CH:20][C:19]([C:22]([F:25])([F:24])[F:23])=[CH:18][CH:17]=2)[N:10](C(OCC2C=CC=CC=2)=O)[CH:9]1[C:36]1[CH:41]=[CH:40][C:39]([C:42]([F:45])([F:44])[F:43])=[CH:38][CH:37]=1)([CH3:4])([CH3:3])[CH3:2]. Product: [F:15][C:13]1([F:14])[CH2:12][CH:11]([C:16]2[CH:21]=[CH:20][C:19]([C:22]([F:25])([F:24])[F:23])=[CH:18][CH:17]=2)[NH:10][CH:9]([C:36]2[CH:41]=[CH:40][C:39]([C:42]([F:43])([F:44])[F:45])=[CH:38][CH:37]=2)[CH:8]1[CH2:7][C:6]([O:5][C:1]([CH3:3])([CH3:2])[CH3:4])=[O:46]. The catalyst class is: 293. (6) The catalyst class is: 1. Product: [NH2:1][C@H:2]([C:16]1[NH:20][C:19]2[CH:21]=[CH:22][C:23]([C:25]([CH3:28])([CH3:26])[CH3:27])=[CH:24][C:18]=2[N:17]=1)[C:3]([CH3:14])([CH3:15])[C:4]([NH2:29])=[O:6]. Reactant: [NH2:1][C@H:2]([C:16]1[NH:20][C:19]2[CH:21]=[CH:22][C:23]([C:25]([CH3:28])([CH3:27])[CH3:26])=[CH:24][C:18]=2[N:17]=1)[C:3]([CH3:15])([CH3:14])[C:4]([O:6]CC1C=CC=CC=1)=O.[NH3:29]. (7) The catalyst class is: 5. Product: [F:35][C:2]([F:1])([F:34])[C:3]1[CH:8]=[CH:7][C:6]([C:9]2[CH:10]=[CH:11][C:12]([C:15]3[C:19]4[CH2:20][C:21]5[S:22][CH:23]=[CH:24][C:25]=5[C:18]=4[NH:17][N:16]=3)=[CH:13][CH:14]=2)=[CH:5][CH:4]=1. Reactant: [F:1][C:2]([F:35])([F:34])[C:3]1[CH:8]=[CH:7][C:6]([C:9]2[CH:14]=[CH:13][C:12]([C:15]3[C:19]4[CH2:20][C:21]5[S:22][CH:23]=[CH:24][C:25]=5[C:18]=4[N:17](COCC[Si](C)(C)C)[N:16]=3)=[CH:11][CH:10]=2)=[CH:5][CH:4]=1.Cl.